From a dataset of HIV replication inhibition screening data with 41,000+ compounds from the AIDS Antiviral Screen. Binary Classification. Given a drug SMILES string, predict its activity (active/inactive) in a high-throughput screening assay against a specified biological target. The molecule is OC1(c2ccccc2)N=C(c2ccccc2)c2ccccc2-n2cccc21. The result is 0 (inactive).